From a dataset of Peptide-MHC class II binding affinity with 134,281 pairs from IEDB. Regression. Given a peptide amino acid sequence and an MHC pseudo amino acid sequence, predict their binding affinity value. This is MHC class II binding data. (1) The MHC is HLA-DQA10102-DQB10501 with pseudo-sequence HLA-DQA10102-DQB10501. The peptide sequence is TIKQKKPDFILATDI. The binding affinity (normalized) is 0.425. (2) The peptide sequence is TIIKALGALDSPREI. The MHC is DRB3_0101 with pseudo-sequence DRB3_0101. The binding affinity (normalized) is 0.405. (3) The peptide sequence is QRAAEPWRDDQRSRS. The MHC is DRB4_0101 with pseudo-sequence DRB4_0103. The binding affinity (normalized) is 0. (4) The peptide sequence is STWYGKPTGAGPKDN. The MHC is HLA-DQA10101-DQB10501 with pseudo-sequence HLA-DQA10101-DQB10501. The binding affinity (normalized) is 0.176. (5) The peptide sequence is MGVSDVPRDLEVVAA. The MHC is HLA-DQA10501-DQB10201 with pseudo-sequence HLA-DQA10501-DQB10201. The binding affinity (normalized) is 0.348. (6) The peptide sequence is EFVTLAAKFIIEEDS. The MHC is HLA-DQA10501-DQB10201 with pseudo-sequence HLA-DQA10501-DQB10201. The binding affinity (normalized) is 0.644.